Dataset: CYP2C9 inhibition data for predicting drug metabolism from PubChem BioAssay. Task: Regression/Classification. Given a drug SMILES string, predict its absorption, distribution, metabolism, or excretion properties. Task type varies by dataset: regression for continuous measurements (e.g., permeability, clearance, half-life) or binary classification for categorical outcomes (e.g., BBB penetration, CYP inhibition). Dataset: cyp2c9_veith. (1) The compound is COc1ccc(C(=O)Nc2ccc(NC(=O)c3ccco3)c(Cl)c2)cc1OC. The result is 0 (non-inhibitor). (2) The compound is CC(C)(C)c1ccc(NS(=O)(=O)c2ccc(N)cc2)cc1. The result is 0 (non-inhibitor). (3) The molecule is COCCNc1nc(SCc2ccccc2)nc2sc3c(c12)CCC3. The result is 1 (inhibitor). (4) The drug is Cc1cc2cc3c(N)[nH]nc3nc2cc1C. The result is 0 (non-inhibitor). (5) The compound is CCOc1ccc(N2CC(C(=O)NCc3cccc(C)c3)CC2=O)cc1. The result is 1 (inhibitor). (6) The result is 0 (non-inhibitor). The molecule is CC(C)NC[C@@H](O)COc1ccccc1-n1cccc1.